From a dataset of Catalyst prediction with 721,799 reactions and 888 catalyst types from USPTO. Predict which catalyst facilitates the given reaction. Reactant: [CH3:1][O:2][C:3](=[O:15])[C:4]1[C:5](=[C:10](I)[CH:11]=[CH:12][CH:13]=1)[C:6]([O:8][CH3:9])=[O:7].[CH:16]1([C:22]2[CH:28]=[CH:27][C:25]([NH2:26])=[CH:24][CH:23]=2)[CH2:21][CH2:20][CH2:19][CH2:18][CH2:17]1.C1C=CC(P(C2C(C3C(P(C4C=CC=CC=4)C4C=CC=CC=4)=CC=C4C=3C=CC=C4)=C3C(C=CC=C3)=CC=2)C2C=CC=CC=2)=CC=1.C(=O)([O-])[O-].[Cs+].[Cs+]. Product: [CH3:1][O:2][C:3](=[O:15])[C:4]1[C:5](=[C:10]([NH:26][C:25]2[CH:27]=[CH:28][C:22]([CH:16]3[CH2:21][CH2:20][CH2:19][CH2:18][CH2:17]3)=[CH:23][CH:24]=2)[CH:11]=[CH:12][CH:13]=1)[C:6]([O:8][CH3:9])=[O:7]. The catalyst class is: 835.